Dataset: Full USPTO retrosynthesis dataset with 1.9M reactions from patents (1976-2016). Task: Predict the reactants needed to synthesize the given product. (1) Given the product [C:1]([NH:5][S:6]([C:9]1[CH:10]=[N:11][N:12]2[C:17]([NH:18][C:19]3[CH:24]=[CH:23][CH:22]=[C:21]([Cl:25])[C:20]=3[Cl:26])=[C:16]([C:27]([N:42]3[CH2:43][CH2:44][CH:39]([C:36]4[CH:35]=[CH:34][C:33]([F:32])=[CH:38][CH:37]=4)[CH2:40][CH2:41]3)=[O:29])[CH:15]=[N:14][C:13]=12)(=[O:8])=[O:7])([CH3:3])([CH3:2])[CH3:4], predict the reactants needed to synthesize it. The reactants are: [C:1]([NH:5][S:6]([C:9]1[CH:10]=[N:11][N:12]2[C:17]([NH:18][C:19]3[CH:24]=[CH:23][CH:22]=[C:21]([Cl:25])[C:20]=3[Cl:26])=[C:16]([C:27]([O:29]CC)=O)[CH:15]=[N:14][C:13]=12)(=[O:8])=[O:7])([CH3:4])([CH3:3])[CH3:2].[F:32][C:33]1[CH:38]=[CH:37][C:36]([CH:39]2[CH2:44][CH2:43][NH:42][CH2:41][CH2:40]2)=[CH:35][CH:34]=1. (2) Given the product [CH3:14][N:13]([CH3:15])[CH:12]=[C:7]([C:5]1[NH:4][N:3]=[C:2]([CH3:1])[CH:6]=1)[C:8]#[N:9], predict the reactants needed to synthesize it. The reactants are: [CH3:1][C:2]1[CH:6]=[C:5]([CH2:7][C:8]#[N:9])[NH:4][N:3]=1.CO[CH:12](OC)[N:13]([CH3:15])[CH3:14]. (3) The reactants are: Br[C:2]1[CH:11]=[CH:10][C:5]2[N:6]=[C:7](C)[O:8][C:4]=2[CH:3]=1.C[N:13]([CH:15]=O)C.[N-:17]=[N+:18]=[N-].[Na+]. Given the product [N:13]([CH2:15][C:2]1[CH:11]=[CH:10][C:5]2[N:6]=[CH:7][O:8][C:4]=2[CH:3]=1)=[N+:17]=[N-:18], predict the reactants needed to synthesize it. (4) Given the product [Br:5][C:6]1[CH:16]=[CH:15][C:9]([O:10][CH2:11][C:12]([Cl:3])=[O:13])=[CH:8][CH:7]=1, predict the reactants needed to synthesize it. The reactants are: S(Cl)([Cl:3])=O.[Br:5][C:6]1[CH:16]=[CH:15][C:9]([O:10][CH2:11][C:12](O)=[O:13])=[CH:8][CH:7]=1. (5) Given the product [NH2:15][C:10]1[CH:11]=[CH:12][CH:13]=[C:14]2[C:9]=1[C:8](=[O:18])[C:7]1([NH:19][C:20]([C:22]3[CH:26]=[CH:25][S:24][C:23]=3[O:27][CH3:28])=[O:21])[C:6]3[CH:29]=[CH:30][C:31]([CH:33]([CH3:34])[CH3:35])=[CH:32][C:5]=3[O:4][C:3]12[OH:2], predict the reactants needed to synthesize it. The reactants are: Cl.[OH:2][C:3]12[C:14]3[C:9](=[C:10]([N+:15]([O-])=O)[CH:11]=[CH:12][CH:13]=3)[C:8](=[O:18])[C:7]1([NH:19][C:20]([C:22]1[CH:26]=[CH:25][S:24][C:23]=1[O:27][CH3:28])=[O:21])[C:6]1[CH:29]=[CH:30][C:31]([CH:33]([CH3:35])[CH3:34])=[CH:32][C:5]=1[O:4]2. (6) Given the product [CH3:19][N:20]1[CH:24]=[C:23]([C:25]2[S:18][C:3]3=[N:4][N:5]=[C:6]([CH2:7][C:8]4[CH:9]=[C:10]5[C:15](=[CH:16][CH:17]=4)[N:14]=[CH:13][CH:12]=[CH:11]5)[N:2]3[N:1]=2)[CH:22]=[N:21]1, predict the reactants needed to synthesize it. The reactants are: [NH2:1][N:2]1[C:6]([CH2:7][C:8]2[CH:9]=[C:10]3[C:15](=[CH:16][CH:17]=2)[N:14]=[CH:13][CH:12]=[CH:11]3)=[N:5][N:4]=[C:3]1[SH:18].[CH3:19][N:20]1[CH:24]=[C:23]([C:25](O)=O)[CH:22]=[N:21]1.[OH-].[K+].